Dataset: Reaction yield outcomes from USPTO patents with 853,638 reactions. Task: Predict the reaction yield, written as a fraction of the theoretical maximum amount of product (1.0 means a 100% yield; for example, 0.34 means a 34% yield). (1) The reactants are [F:1][C:2]1[CH:11]=[C:10]([C:12]#[C:13][C:14]([CH3:17])([CH3:16])[CH3:15])[CH:9]=[C:8]([F:18])[C:3]=1[C:4]([O:6]C)=[O:5].[OH-].[Li+].CO. The catalyst is O. The product is [CH3:15][C:14]([CH3:17])([CH3:16])[C:13]#[C:12][C:10]1[CH:9]=[C:8]([F:18])[C:3]([C:4]([OH:6])=[O:5])=[C:2]([F:1])[CH:11]=1. The yield is 0.840. (2) The reactants are [C:1]([NH:4][C:5]1[C:6]([F:23])=[C:7]([C:12]2[N:17]=[C:16]([C:18]([O:20]C)=[O:19])[CH:15]=[CH:14][C:13]=2[F:22])[C:8]([F:11])=[CH:9][CH:10]=1)(=[O:3])[CH3:2].[Li+].[OH-]. No catalyst specified. The product is [C:1]([NH:4][C:5]1[C:6]([F:23])=[C:7]([C:12]2[N:17]=[C:16]([C:18]([OH:20])=[O:19])[CH:15]=[CH:14][C:13]=2[F:22])[C:8]([F:11])=[CH:9][CH:10]=1)(=[O:3])[CH3:2]. The yield is 0.930. (3) The reactants are CC1(C)C2C(=C(P(C3C=CC=CC=3)C3C=CC=CC=3)C=CC=2)OC2C(P(C3C=CC=CC=3)C3C=CC=CC=3)=CC=CC1=2.[CH2:43]([N:50]1[CH2:55][CH2:54][C:53]2([C:63]3[C:58](=[CH:59][CH:60]=[CH:61][C:62]=3[CH2:64][NH:65][C:66](=[O:72])[O:67][C:68]([CH3:71])([CH3:70])[CH3:69])[NH:57][CH2:56]2)[CH2:52][CH2:51]1)[C:44]1[CH:49]=[CH:48][CH:47]=[CH:46][CH:45]=1.Cl[C:74]1[C:75]2[CH:82]([CH:83]([CH3:85])[CH3:84])[CH2:81][CH2:80][C:76]=2[N:77]=[CH:78][N:79]=1.C([O-])([O-])=O.[Cs+].[Cs+]. The catalyst is C1C=CC(/C=C/C(/C=C/C2C=CC=CC=2)=O)=CC=1.C1C=CC(/C=C/C(/C=C/C2C=CC=CC=2)=O)=CC=1.C1C=CC(/C=C/C(/C=C/C2C=CC=CC=2)=O)=CC=1.[Pd].[Pd].C1(C)C=CC=CC=1. The product is [CH2:43]([N:50]1[CH2:55][CH2:54][C:53]2([C:63]3[C:58](=[CH:59][CH:60]=[CH:61][C:62]=3[CH2:64][NH:65][C:66](=[O:72])[O:67][C:68]([CH3:69])([CH3:71])[CH3:70])[N:57]([C:74]3[C:75]4[CH:82]([CH:83]([CH3:85])[CH3:84])[CH2:81][CH2:80][C:76]=4[N:77]=[CH:78][N:79]=3)[CH2:56]2)[CH2:52][CH2:51]1)[C:44]1[CH:45]=[CH:46][CH:47]=[CH:48][CH:49]=1. The yield is 0.690. (4) The catalyst is CCO.[Pd]. The yield is 0.700. The reactants are [N+:1]([C:4]1[CH:5]=[CH:6][C:7]([N:10]2[CH2:15][CH2:14][CH:13]([CH2:16][C:17]([O:19][CH3:20])=[O:18])[CH2:12][CH2:11]2)=[N:8][CH:9]=1)([O-])=O. The product is [NH2:1][C:4]1[CH:5]=[CH:6][C:7]([N:10]2[CH2:15][CH2:14][CH:13]([CH2:16][C:17]([O:19][CH3:20])=[O:18])[CH2:12][CH2:11]2)=[N:8][CH:9]=1.